This data is from Peptide-MHC class I binding affinity with 185,985 pairs from IEDB/IMGT. The task is: Regression. Given a peptide amino acid sequence and an MHC pseudo amino acid sequence, predict their binding affinity value. This is MHC class I binding data. (1) The binding affinity (normalized) is 0.576. The MHC is HLA-B27:05 with pseudo-sequence HLA-B27:05. The peptide sequence is LRWLVERRF. (2) The peptide sequence is LVKMINHLK. The MHC is HLA-B54:01 with pseudo-sequence HLA-B54:01. The binding affinity (normalized) is 0.